This data is from Catalyst prediction with 721,799 reactions and 888 catalyst types from USPTO. The task is: Predict which catalyst facilitates the given reaction. Reactant: [CH:1]1[C:10]2[C:5](=[CH:6][CH:7]=[CH:8][CH:9]=2)[CH:4]=[CH:3][C:2]=1[C:11]1[CH:16]=[CH:15][N:14]=[C:13]([NH:17][CH:18]2[CH2:23][CH2:22][N:21]([C:24]([O:26][C:27]([CH3:30])([CH3:29])[CH3:28])=[O:25])[CH2:20][CH2:19]2)[C:12]=1[N+:31]([O-])=O. Product: [NH2:31][C:12]1[C:13]([NH:17][CH:18]2[CH2:23][CH2:22][N:21]([C:24]([O:26][C:27]([CH3:30])([CH3:29])[CH3:28])=[O:25])[CH2:20][CH2:19]2)=[N:14][CH:15]=[CH:16][C:11]=1[C:2]1[CH:3]=[CH:4][C:5]2[C:10](=[CH:9][CH:8]=[CH:7][CH:6]=2)[CH:1]=1. The catalyst class is: 19.